This data is from Catalyst prediction with 721,799 reactions and 888 catalyst types from USPTO. The task is: Predict which catalyst facilitates the given reaction. Reactant: [NH2:1][C@H:2]1[CH2:11][CH2:10][C:9]2[C:8]([S:12]([NH:15][C:16]3[CH:21]=[CH:20][C:19]([Cl:22])=[C:18]([Cl:23])[CH:17]=3)(=[O:14])=[O:13])=[CH:7][CH:6]=[C:5]([O:24][CH3:25])[C:4]=2[CH2:3]1.Br[CH2:27][CH2:28][CH2:29][CH2:30]Br.CCN(C(C)C)C(C)C. Product: [Cl:23][C:18]1[CH:17]=[C:16]([NH:15][S:12]([C:8]2[C:9]3[CH2:10][CH2:11][C@H:2]([N:1]4[CH2:30][CH2:29][CH2:28][CH2:27]4)[CH2:3][C:4]=3[C:5]([O:24][CH3:25])=[CH:6][CH:7]=2)(=[O:13])=[O:14])[CH:21]=[CH:20][C:19]=1[Cl:22]. The catalyst class is: 10.